This data is from Full USPTO retrosynthesis dataset with 1.9M reactions from patents (1976-2016). The task is: Predict the reactants needed to synthesize the given product. (1) Given the product [CH2:1]([CH:3]1[C:8]2[N:9]([CH2:22][CH:21]([C:23]3[CH:28]=[CH:27][N:26]=[CH:25][CH:24]=3)[OH:20])[C:10]3[C:15]([C:7]=2[CH2:6][CH2:5][N:4]1[CH3:17])=[CH:14][C:13]([CH3:16])=[CH:12][CH:11]=3)[CH3:2], predict the reactants needed to synthesize it. The reactants are: [CH2:1]([CH:3]1[C:8]2[NH:9][C:10]3[C:15]([C:7]=2[CH2:6][CH2:5][N:4]1[CH3:17])=[CH:14][C:13]([CH3:16])=[CH:12][CH:11]=3)[CH3:2].[H-].[Na+].[O:20]1[CH2:22][CH:21]1[C:23]1[CH:28]=[CH:27][N:26]=[CH:25][CH:24]=1.O. (2) The reactants are: [NH2:1][C:2]1[N:11]=[C:10]([C:12]([N:14]2[CH2:22][C:21]3[C:16](=[CH:17][CH:18]=[CH:19][CH:20]=3)[CH2:15]2)=[O:13])[C:9]2[C:4](=[CH:5][CH:6]=[C:7]([C:23]3[CH:30]=[CH:29][CH:28]=[CH:27][C:24]=3[CH:25]=O)[CH:8]=2)[N:3]=1.[CH3:31][CH:32]1[CH2:36][CH2:35][CH:34]([CH3:37])[NH:33]1.C(O)(=O)C.C(O[BH-](OC(=O)C)OC(=O)C)(=O)C.[Na+]. Given the product [NH2:1][C:2]1[N:11]=[C:10]([C:12]([N:14]2[CH2:22][C:21]3[C:16](=[CH:17][CH:18]=[CH:19][CH:20]=3)[CH2:15]2)=[O:13])[C:9]2[C:4](=[CH:5][CH:6]=[C:7]([C:23]3[CH:30]=[CH:29][CH:28]=[CH:27][C:24]=3[CH2:25][N:33]3[CH:34]([CH3:37])[CH2:35][CH2:36][CH:32]3[CH3:31])[CH:8]=2)[N:3]=1, predict the reactants needed to synthesize it. (3) Given the product [Br:19][C:17]1[C:2]([F:1])=[CH:3][C:4]([OH:18])=[C:5]([CH:16]=1)[O:6][C:7]1[CH:14]=[CH:13][C:12]([Cl:15])=[CH:11][C:8]=1[C:9]#[N:10], predict the reactants needed to synthesize it. The reactants are: [F:1][C:2]1[CH:17]=[CH:16][C:5]([O:6][C:7]2[CH:14]=[CH:13][C:12]([Cl:15])=[CH:11][C:8]=2[C:9]#[N:10])=[C:4]([OH:18])[CH:3]=1.[Br:19]NC(=O)CCC(N)=O.